This data is from Reaction yield outcomes from USPTO patents with 853,638 reactions. The task is: Predict the reaction yield, written as a fraction of the theoretical maximum amount of product (1.0 means a 100% yield; for example, 0.34 means a 34% yield). (1) The reactants are Br[C:2]1[CH:3]=[N:4][C:5]([NH:8][CH2:9][CH2:10][N:11]2[CH2:16][CH2:15][O:14][CH2:13][CH2:12]2)=[N:6][CH:7]=1.[C:17]([C:19]1[CH:20]=[C:21]([NH2:25])[CH:22]=[N:23][CH:24]=1)#[CH:18].N1CCCCC1. The catalyst is O.C(Cl)Cl.Cl[Pd](Cl)([P](C1C=CC=CC=1)(C1C=CC=CC=1)C1C=CC=CC=1)[P](C1C=CC=CC=1)(C1C=CC=CC=1)C1C=CC=CC=1.C1(P(C2C=CC=CC=2)C2C=CC=CC=2)C=CC=CC=1. The product is [NH2:25][C:21]1[CH:20]=[C:19]([C:17]#[C:18][C:2]2[CH:3]=[N:4][C:5]([NH:8][CH2:9][CH2:10][N:11]3[CH2:16][CH2:15][O:14][CH2:13][CH2:12]3)=[N:6][CH:7]=2)[CH:24]=[N:23][CH:22]=1. The yield is 0.710. (2) The product is [NH2:28][C:26]1[CH:27]=[C:22]([NH:21][C:3]2[C:2]([Cl:1])=[CH:7][N:6]=[C:5]([NH:8][C:9]3[CH:10]=[N:11][N:12]([CH:14]4[CH2:19][CH2:18][N:17]([CH3:20])[CH2:16][CH2:15]4)[CH:13]=3)[N:4]=2)[CH:23]=[CH:24][C:25]=1[F:36]. The catalyst is CO.Cl. The reactants are [Cl:1][C:2]1[C:3]([NH:21][C:22]2[CH:23]=[CH:24][C:25]([F:36])=[C:26]([NH:28]C(=O)OC(C)(C)C)[CH:27]=2)=[N:4][C:5]([NH:8][C:9]2[CH:10]=[N:11][N:12]([CH:14]3[CH2:19][CH2:18][N:17]([CH3:20])[CH2:16][CH2:15]3)[CH:13]=2)=[N:6][CH:7]=1.O1CCOCC1. The yield is 0.880. (3) The reactants are C([O:3][C:4](=[O:21])[CH:5]([C:12]1[CH:17]=[CH:16][C:15]([N+:18]([O-:20])=[O:19])=[CH:14][CH:13]=1)[CH2:6][CH:7]1[CH2:11][CH2:10][CH2:9][CH2:8]1)C.[OH-].[Li+]. The catalyst is O1CCCC1.O. The product is [CH:7]1([CH2:6][CH:5]([C:12]2[CH:17]=[CH:16][C:15]([N+:18]([O-:20])=[O:19])=[CH:14][CH:13]=2)[C:4]([OH:21])=[O:3])[CH2:11][CH2:10][CH2:9][CH2:8]1. The yield is 0.936. (4) The reactants are Br[C:2]1[C:3]([C:14]2[CH:19]=[CH:18][CH:17]=[CH:16][CH:15]=2)=[CH:4][C:5]2[N:10]([CH3:11])[C:9](=[O:12])[CH2:8][O:7][C:6]=2[N:13]=1.CC1(C)C(C)(C)OB([C:28]2[CH:42]=[CH:41][C:31]([CH2:32][NH:33][C:34](=[O:40])[O:35][C:36]([CH3:39])([CH3:38])[CH3:37])=[CH:30][CH:29]=2)O1.C(=O)([O-])[O-].[Na+].[Na+]. The catalyst is O1CCOCC1.O.[Cl-].[Na+].O. The product is [CH3:11][N:10]1[C:9](=[O:12])[CH2:8][O:7][C:6]2[N:13]=[C:2]([C:28]3[CH:42]=[CH:41][C:31]([CH2:32][NH:33][C:34](=[O:40])[O:35][C:36]([CH3:37])([CH3:38])[CH3:39])=[CH:30][CH:29]=3)[C:3]([C:14]3[CH:19]=[CH:18][CH:17]=[CH:16][CH:15]=3)=[CH:4][C:5]1=2. The yield is 0.720.